This data is from Full USPTO retrosynthesis dataset with 1.9M reactions from patents (1976-2016). The task is: Predict the reactants needed to synthesize the given product. Given the product [CH2:1]([C@@H:8]1[C@@H:16]([CH2:17][OH:18])[C@H:15]([CH3:29])[O:14][C:13](=[O:30])[C@@H:12]([NH:31][C:32](=[O:38])[O:33][C:34]([CH3:37])([CH3:36])[CH3:35])[CH2:11][O:10][CH2:9]1)[C:2]1[CH:7]=[CH:6][CH:5]=[CH:4][CH:3]=1, predict the reactants needed to synthesize it. The reactants are: [CH2:1]([C@@H:8]1[C@@H:16]([CH2:17][O:18][Si](C(C)C)(C(C)C)C(C)C)[C@H:15]([CH3:29])[O:14][C:13](=[O:30])[C@@H:12]([NH:31][C:32](=[O:38])[O:33][C:34]([CH3:37])([CH3:36])[CH3:35])[CH2:11][O:10][CH2:9]1)[C:2]1[CH:7]=[CH:6][CH:5]=[CH:4][CH:3]=1.C1COCC1.[F-].C([N+](CCCC)(CCCC)CCCC)CCC.